From a dataset of CYP2D6 inhibition data for predicting drug metabolism from PubChem BioAssay. Regression/Classification. Given a drug SMILES string, predict its absorption, distribution, metabolism, or excretion properties. Task type varies by dataset: regression for continuous measurements (e.g., permeability, clearance, half-life) or binary classification for categorical outcomes (e.g., BBB penetration, CYP inhibition). Dataset: cyp2d6_veith. (1) The drug is COc1ccc(-n2c(=O)cnc3cnc(N4CCOCC4)nc32)cc1. The result is 0 (non-inhibitor). (2) The compound is C[C@@H]1CC[C@H]2C(=O)N3[C@@H](CC[C@@H](C)[C@@H]3c3ccc(Br)cc3)C(=O)N2[C@@H]1c1ccc(Br)cc1. The result is 0 (non-inhibitor).